The task is: Predict which catalyst facilitates the given reaction.. This data is from Catalyst prediction with 721,799 reactions and 888 catalyst types from USPTO. (1) Reactant: C([Si](C)(C)[O:6][CH2:7][CH2:8][CH2:9][N:10]1[C:18]2[C:13](=[CH:14][CH:15]=[CH:16][CH:17]=2)[C:12]([C:19]2[NH:27][C:22]3=[N:23][CH:24]=[CH:25][N:26]=[C:21]3[CH:20]=2)=[CH:11]1)(C)(C)C.[F-].C([N+](CCCC)(CCCC)CCCC)CCC. Product: [N:26]1[CH:25]=[CH:24][N:23]=[C:22]2[NH:27][C:19]([C:12]3[C:13]4[C:18](=[CH:17][CH:16]=[CH:15][CH:14]=4)[N:10]([CH2:9][CH2:8][CH2:7][OH:6])[CH:11]=3)=[CH:20][C:21]=12. The catalyst class is: 7. (2) Product: [Cl:1][C:2]1[CH:7]=[CH:6][C:5]([S:8][C:9]2[C:17]3[C:16]([CH2:18][CH2:19][CH3:20])=[CH:15][C:14]([F:22])=[CH:13][C:12]=3[N:11]3[CH2:23][CH2:24][CH:25]([CH2:26][C:27]([OH:29])=[O:28])[C:10]=23)=[CH:4][CH:3]=1. Reactant: [Cl:1][C:2]1[CH:7]=[CH:6][C:5]([S:8][C:9]2[C:17]3[C:16]([CH:18](O)[CH2:19][CH3:20])=[CH:15][C:14]([F:22])=[CH:13][C:12]=3[N:11]3[CH2:23][CH2:24][CH:25]([CH2:26][C:27]([OH:29])=[O:28])[C:10]=23)=[CH:4][CH:3]=1.FC(F)(F)C(O)=O.C([SiH](CC)CC)C. The catalyst class is: 2.